Task: Regression. Given a peptide amino acid sequence and an MHC pseudo amino acid sequence, predict their binding affinity value. This is MHC class I binding data.. Dataset: Peptide-MHC class I binding affinity with 185,985 pairs from IEDB/IMGT (1) The peptide sequence is ENPAHKSQLV. The MHC is Mamu-A01 with pseudo-sequence Mamu-A01. The binding affinity (normalized) is 0.109. (2) The peptide sequence is HTQAIEGAW. The MHC is HLA-B46:01 with pseudo-sequence HLA-B46:01. The binding affinity (normalized) is 0.0847.